From a dataset of TCR-epitope binding with 47,182 pairs between 192 epitopes and 23,139 TCRs. Binary Classification. Given a T-cell receptor sequence (or CDR3 region) and an epitope sequence, predict whether binding occurs between them. (1) The epitope is KLNVGDYFV. The TCR CDR3 sequence is CASSQSPGGIQYF. Result: 0 (the TCR does not bind to the epitope). (2) The epitope is RLDKVEAEV. The TCR CDR3 sequence is CASSFGGNTQYF. Result: 0 (the TCR does not bind to the epitope). (3) The epitope is TPRVTGGGAM. The TCR CDR3 sequence is CASSQEIWTGGSYEQYF. Result: 0 (the TCR does not bind to the epitope). (4) The epitope is RQLLFVVEV. The TCR CDR3 sequence is CASRRDRSNQETQYF. Result: 1 (the TCR binds to the epitope). (5) The epitope is QIKVRVKMV. The TCR CDR3 sequence is CASSAKARGNQPQHF. Result: 0 (the TCR does not bind to the epitope). (6) The epitope is NLNESLIDL. The TCR CDR3 sequence is CASSLRDSGEQFF. Result: 1 (the TCR binds to the epitope). (7) The epitope is FTYASALWEI. The TCR CDR3 sequence is CAPSSEGTYNSPLHF. Result: 0 (the TCR does not bind to the epitope). (8) The epitope is YEGNSPFHPL. The TCR CDR3 sequence is CASSEGTDTQYF. Result: 0 (the TCR does not bind to the epitope).